From a dataset of Experimentally validated miRNA-target interactions with 360,000+ pairs, plus equal number of negative samples. Binary Classification. Given a miRNA mature sequence and a target amino acid sequence, predict their likelihood of interaction. (1) The miRNA is hsa-miR-92a-3p with sequence UAUUGCACUUGUCCCGGCCUGU. The protein sequence of the target gene is MDTCGVGYVALGEAGPVGNMTVVDSPGQEVLNQLDVKTSSEMTSAEASVEMSLPTPLPGFEDSPDQRRLPPEQESLSRLEQPDLSSEMSKVSKPRASKPGRKRGGRTRKGPKRPQQPNPPSAPLVPGLLDQSNPLSTPMPKKRGRKSKAELLLLKLSKDLDRPESQSPKRPPEDFETPSGERPRRRAAQVALLYLQELAEELSTALPAPVSCPEGPKVSSPTKPKKIRQPAACPGGEEVDGAPRDEDFFLQVEAEDVEESEGPSESSSEPEPVVPRSTPRGSTSGKQKPHCRGMAPNGLP.... Result: 1 (interaction). (2) The miRNA is hsa-miR-3186-5p with sequence CAGGCGUCUGUCUACGUGGCUU. Result: 0 (no interaction). The protein sequence of the target gene is MSRPLLITFTPATDPSDLWKDGQQQPQPEKPESTLDGAAARAFYEALIGDESSAPDSQRSQTEPARERKRKKRRIMKAPAAEAVAEGASGRHGQGRSLEAEDKMTHRILRAAQEGDLPELRRLLEPHEAGGAGGNINARDAFWWTPLMCAARAGQGAAVSYLLGRGAAWVGVCELSGRDAAQLAEEAGFPEVARMVRESHGETRSPENRSPTPSLQYCENCDTHFQDSNHRTSTAHLLSLSQGPQPPNLPLGVPISSPGFKLLLRGGWEPGMGLGPRGEGRANPIPTVLKRDQEGLGYRS.... (3) The miRNA is hsa-miR-3139 with sequence UAGGAGCUCAACAGAUGCCUGUU. The protein sequence of the target gene is MREIVHIQAGQCGNQIGAKFWEVISDEHGIDPTGSYHGDSDLQLERINVYYNEAAGNKYVPRAILVDLEPGTMDSVRSGPFGQIFRPDNFVFGQSGAGNNWAKGHYTEGAELVDSVLDVVRKESESCDCLQGFQLTHSLGGGTGSGMGTLLISKIREEYPDRIMNTFSVMPSPKVSDTVVEPYNATLSVHQLVENTDETYSIDNEALYDICFRTLKLTTPTYGDLNHLVSATMSGVTTCLRFPGQLNADLRKLAVNMVPFPRLHFFMPGFAPLTSRGSQQYRALTVPELTQQMFDSKNMM.... Result: 1 (interaction). (4) The miRNA is hsa-miR-4733-3p with sequence CCACCAGGUCUAGCAUUGGGAU. The protein sequence of the target gene is MSKYLRTSHPSPLICRPILTFSSLHILTAFLISGNSSYINWSVTIILLILGLYACHRFLNMKKLTRDAQEPLLPHIRPSTRNKIRKYIYGTIFILSIFLLYRSLNSPDTSKHGIGRNGDFIEYEPKAGPTIKEPVENIVKLDVYMEAQCPDTSRFFRQQLKKAWDILGRLNRIELNVIPFGKARCTEKGNDFECQCQHGPTECQINQLMNCVIDRFGFPHRYLPGVLCMQGKYSLDEAMKCVTENYPSEYERMRECASGTRGRRLLALSGQKTASLTPAIDFIPWIVINGSRNSDALYDL.... Result: 0 (no interaction). (5) The miRNA is hsa-miR-23c with sequence AUCACAUUGCCAGUGAUUACCC. The protein sequence of the target gene is MLALRVARGSWGALRGAAWAPGTRPSKRRACWALLPPVPCCLGCLAERWRLRPAALGLRLPGIGQRNHCSGAGKAAPRPAAGAGAAAEAPGGQWGPASTPSLYENPWTIPNMLSMTRIGLAPVLGYLIIEEDFNIALGVFALAGLTDLLDGFIARNWANQRSALGSALDPLADKILISILYVSLTYADLIPVPLTYMIISRDVMLIAAVFYVRYRTLPTPRTLAKYFNPCYATARLKPTFISKVNTAVQLILVAASLAAPVFNYADSIYLQILWCFTAFTTAASAYSYYHYGRKTVQVIK.... Result: 1 (interaction). (6) The miRNA is hsa-miR-654-5p with sequence UGGUGGGCCGCAGAACAUGUGC. The protein sequence of the target gene is MAPEAGATLRAPRRLSWAALLLLAALLPVASSAAASVDHPLKPRHVKLLSTKMGLKVTWDPPKDATSRPVEHYNIAYGKSLKSLKYIKVNAETYSFLIEDVEPGVVYFVLLTAENHSGVSRPVYRAESPPGGEWIEIDGFPIKGPGPFNETVTEKEVPNKPLRVRVRSSDDRLSVAWKAPRLSGAKSPRRSRGFLLGYGESGRKMNYVPLTRDERTHEIKKLASESVYVVSLQSMNSQGRSQPVYRAALTKRKISEEDELDVPDDISVRVMSSQSVLVSWVDPVLEKQKKVVASRQYTVR.... Result: 0 (no interaction).